Dataset: Forward reaction prediction with 1.9M reactions from USPTO patents (1976-2016). Task: Predict the product of the given reaction. The product is: [CH2:36]([O:35][C:32]1[N:33]=[CH:34][C:29]([CH2:28][N:6]2[CH2:5][C@@:4]3([CH2:10][CH2:11][CH2:12][C@@:2]([CH2:13][N:14]4[C:18]5[CH:19]=[C:20]([C:23]#[N:24])[CH:21]=[CH:22][C:17]=5[N:16]=[CH:15]4)([CH3:1])[CH2:3]3)[O:8][C:7]2=[O:9])=[N:30][CH:31]=1)[CH3:37]. Given the reactants [CH3:1][C@:2]1([CH2:13][N:14]2[C:18]3[CH:19]=[C:20]([C:23]#[N:24])[CH:21]=[CH:22][C:17]=3[N:16]=[CH:15]2)[CH2:12][CH2:11][CH2:10][C@:4]2([O:8][C:7](=[O:9])[NH:6][CH2:5]2)[CH2:3]1.[H-].[Na+].Br[CH2:28][C:29]1[CH:34]=[N:33][C:32]([O:35][CH2:36][CH3:37])=[CH:31][N:30]=1, predict the reaction product.